From a dataset of TCR-epitope binding with 47,182 pairs between 192 epitopes and 23,139 TCRs. Binary Classification. Given a T-cell receptor sequence (or CDR3 region) and an epitope sequence, predict whether binding occurs between them. The epitope is KLWAQCVQL. The TCR CDR3 sequence is CATSDLNITGTGGTGELFF. Result: 1 (the TCR binds to the epitope).